From a dataset of Catalyst prediction with 721,799 reactions and 888 catalyst types from USPTO. Predict which catalyst facilitates the given reaction. Reactant: [CH3:1][O:2][CH2:3][O:4][C:5]1[CH:12]=[CH:11][C:8]([CH:9]=O)=[CH:7][CH:6]=1.[CH2:13]([N-:22][CH2:23][CH2:24][C:25](=[O:27])[CH3:26])[CH2:14][CH2:15][CH2:16][CH2:17][CH2:18][CH2:19][CH2:20][CH3:21].N1CCCCC1.C(O)(=[O:36])C. Product: [C:25](/[C:24](=[CH:9]/[C:8]1[CH:11]=[CH:12][C:5]([O:4][CH2:3][O:2][CH3:1])=[CH:6][CH:7]=1)/[C:23]([NH:22][CH2:13][CH2:14][CH2:15][CH2:16][CH2:17][CH2:18][CH2:19][CH2:20][CH3:21])=[O:36])(=[O:27])[CH3:26]. The catalyst class is: 93.